From a dataset of Full USPTO retrosynthesis dataset with 1.9M reactions from patents (1976-2016). Predict the reactants needed to synthesize the given product. (1) Given the product [CH3:1][O:2][C:3](=[O:29])[CH2:4][N:5]1[C:11](=[O:12])[C@@H:10]([NH2:13])[C:9]2[CH:21]=[CH:22][CH:23]=[CH:24][C:8]=2[C:7]2[CH:25]=[CH:26][CH:27]=[CH:28][C:6]1=2, predict the reactants needed to synthesize it. The reactants are: [CH3:1][O:2][C:3](=[O:29])[CH2:4][N:5]1[C:11](=[O:12])[C@@H:10]([NH:13]C(OC(C)(C)C)=O)[C:9]2[CH:21]=[CH:22][CH:23]=[CH:24][C:8]=2[C:7]2[CH:25]=[CH:26][CH:27]=[CH:28][C:6]1=2.P(=O)(O)(O)O.[OH-].[Na+]. (2) Given the product [CH3:21][O:20][C:17]1[CH:18]=[CH:19][C:14]([C:13]([NH:12][C:5]2([C:3]([OH:4])=[O:2])[CH2:10][CH:9]3[O:11][CH:6]2[CH2:7][CH2:8]3)=[O:32])=[CH:15][C:16]=1[O:22][CH2:23][CH2:24][C:25]1[CH:26]=[C:27]([CH3:31])[CH:28]=[CH:29][CH:30]=1, predict the reactants needed to synthesize it. The reactants are: C[O:2][C:3]([C:5]1([NH:12][C:13](=[O:32])[C:14]2[CH:19]=[CH:18][C:17]([O:20][CH3:21])=[C:16]([O:22][CH2:23][CH2:24][C:25]3[CH:26]=[C:27]([CH3:31])[CH:28]=[CH:29][CH:30]=3)[CH:15]=2)[CH2:10][CH:9]2[O:11][CH:6]1[CH2:7][CH2:8]2)=[O:4].[OH-].[Na+]. (3) The reactants are: [OH:1][CH2:2][C@@H:3]([N:14]1[C:22](=[O:23])[C:21]2[C:16](=[CH:17][CH:18]=[CH:19][CH:20]=2)[C:15]1=[O:24])[CH2:4][C:5]1[C:13]2[C:8](=[CH:9][CH:10]=[CH:11][CH:12]=2)[NH:7][CH:6]=1.[H-].[Na+].Br[C:28]1[S:32][C:31]([C:33]2[CH:34]=[C:35]3[C:40](=[CH:41][CH:42]=2)[CH:39]=[N:38][CH:37]=[CH:36]3)=[N:30][N:29]=1. Given the product [NH:7]1[C:8]2[C:13](=[CH:12][CH:11]=[CH:10][CH:9]=2)[C:5]([CH2:4][C@H:3]([N:14]2[C:15](=[O:24])[C:16]3[C:21](=[CH:20][CH:19]=[CH:18][CH:17]=3)[C:22]2=[O:23])[CH2:2][O:1][C:28]2[S:32][C:31]([C:33]3[CH:34]=[C:35]4[C:40](=[CH:41][CH:42]=3)[CH:39]=[N:38][CH:37]=[CH:36]4)=[N:30][N:29]=2)=[CH:6]1, predict the reactants needed to synthesize it. (4) Given the product [CH3:1][C:2]1([CH3:38])[C:10]2[C:5](=[CH:6][CH:7]=[C:8]([C:11]3[CH:16]=[CH:15][C:14]([C:17]([F:19])([F:18])[F:20])=[CH:13][CH:12]=3)[CH:9]=2)[N:4]([S:21]([C:24]2[CH:29]=[CH:28][C:27]([N:30]([CH3:37])[CH2:31][C:32]([OH:34])=[O:33])=[CH:26][CH:25]=2)(=[O:23])=[O:22])[CH2:3]1, predict the reactants needed to synthesize it. The reactants are: [CH3:1][C:2]1([CH3:38])[C:10]2[C:5](=[CH:6][CH:7]=[C:8]([C:11]3[CH:16]=[CH:15][C:14]([C:17]([F:20])([F:19])[F:18])=[CH:13][CH:12]=3)[CH:9]=2)[N:4]([S:21]([C:24]2[CH:29]=[CH:28][C:27]([N:30]([CH3:37])[CH2:31][C:32]([O:34]CC)=[O:33])=[CH:26][CH:25]=2)(=[O:23])=[O:22])[CH2:3]1.[OH-].[Li+].Cl.